This data is from Reaction yield outcomes from USPTO patents with 853,638 reactions. The task is: Predict the reaction yield, written as a fraction of the theoretical maximum amount of product (1.0 means a 100% yield; for example, 0.34 means a 34% yield). (1) No catalyst specified. The yield is 0.210. The product is [N+:1]([C:4]1[CH:14]=[CH:13][CH:12]=[C:6]2[C:7]([N:15]([C:16]3[CH:24]=[CH:23][CH:22]=[CH:21][C:17]=3[C:18]([OH:20])=[O:19])[C:10](=[O:11])[C:5]=12)=[O:9])([O-:3])=[O:2]. The reactants are [N+:1]([C:4]1[CH:14]=[CH:13][CH:12]=[C:6]2[C:7]([O:9][C:10](=[O:11])[C:5]=12)=O)([O-:3])=[O:2].[NH2:15][C:16]1[CH:24]=[CH:23][CH:22]=[CH:21][C:17]=1[C:18]([OH:20])=[O:19]. (2) The reactants are [CH3:1][S:2]([C:5]1[CH:10]=[CH:9][C:8]([C:11]2[CH:20]=[CH:19][C:18]3[C:13](=[CH:14][CH:15]=[C:16]([O:21][CH3:22])[CH:17]=3)[C:12]=2[O:23][C:24]2[CH:38]=[CH:37][C:27]([O:28][CH2:29][CH2:30][N:31]3[CH2:36][CH2:35][CH2:34][CH2:33][CH2:32]3)=[CH:26][CH:25]=2)=[CH:7][CH:6]=1)(=[O:4])=[O:3].[Cl:39]CCl.Cl.C(OCC)C. The catalyst is C(OCC)(=O)C.CO. The product is [ClH:39].[CH3:1][S:2]([C:5]1[CH:6]=[CH:7][C:8]([C:11]2[CH:20]=[CH:19][C:18]3[C:13](=[CH:14][CH:15]=[C:16]([O:21][CH3:22])[CH:17]=3)[C:12]=2[O:23][C:24]2[CH:25]=[CH:26][C:27]([O:28][CH2:29][CH2:30][N:31]3[CH2:36][CH2:35][CH2:34][CH2:33][CH2:32]3)=[CH:37][CH:38]=2)=[CH:9][CH:10]=1)(=[O:4])=[O:3]. The yield is 0.960. (3) The reactants are [CH:1]1([C:4]2[C:5]([NH:24][S:25]([CH3:28])(=[O:27])=[O:26])=[CH:6][C:7]3[O:11][C:10]([C:12]4[CH:17]=[CH:16][C:15]([F:18])=[CH:14][CH:13]=4)=[C:9]([C:19]([NH:21][CH3:22])=[O:20])[C:8]=3[CH:23]=2)[CH2:3][CH2:2]1.[CH2:29]([O:36][C:37]1[CH:42]=[CH:41][C:40](B(O)O)=[CH:39][C:38]=1[Cl:46])[C:30]1[CH:35]=[CH:34][CH:33]=[CH:32][CH:31]=1.C(N(CC)CC)C. The catalyst is C(Cl)Cl.C([O-])(=O)C.[Cu+2].C([O-])(=O)C. The product is [CH2:29]([O:36][C:37]1[CH:42]=[CH:41][C:40]([N:24]([C:5]2[C:4]([CH:1]3[CH2:3][CH2:2]3)=[CH:23][C:8]3[C:9]([C:19]([NH:21][CH3:22])=[O:20])=[C:10]([C:12]4[CH:17]=[CH:16][C:15]([F:18])=[CH:14][CH:13]=4)[O:11][C:7]=3[CH:6]=2)[S:25]([CH3:28])(=[O:27])=[O:26])=[CH:39][C:38]=1[Cl:46])[C:30]1[CH:31]=[CH:32][CH:33]=[CH:34][CH:35]=1. The yield is 0.540.